Regression. Given a peptide amino acid sequence and an MHC pseudo amino acid sequence, predict their binding affinity value. This is MHC class I binding data. From a dataset of Peptide-MHC class I binding affinity with 185,985 pairs from IEDB/IMGT. (1) The peptide sequence is VRFPNITNL. The MHC is HLA-B08:01 with pseudo-sequence HLA-B08:01. The binding affinity (normalized) is 0.0847. (2) The peptide sequence is AEDLADHHV. The MHC is HLA-A26:01 with pseudo-sequence HLA-A26:01. The binding affinity (normalized) is 0.0847. (3) The peptide sequence is PPQATAKYL. The MHC is HLA-A01:01 with pseudo-sequence HLA-A01:01. The binding affinity (normalized) is 0.0847. (4) The peptide sequence is NLFSKNILK. The MHC is HLA-A02:01 with pseudo-sequence HLA-A02:01. The binding affinity (normalized) is 0. (5) The peptide sequence is SDDQLRLLK. The MHC is HLA-A26:01 with pseudo-sequence HLA-A26:01. The binding affinity (normalized) is 0.0847. (6) The peptide sequence is YPSLMSRVV. The binding affinity (normalized) is 0.0847. The MHC is HLA-A68:02 with pseudo-sequence HLA-A68:02.